From a dataset of Peptide-MHC class II binding affinity with 134,281 pairs from IEDB. Regression. Given a peptide amino acid sequence and an MHC pseudo amino acid sequence, predict their binding affinity value. This is MHC class II binding data. (1) The peptide sequence is EKKYFAATQFAPLAA. The MHC is HLA-DPA10103-DPB10401 with pseudo-sequence HLA-DPA10103-DPB10401. The binding affinity (normalized) is 0.998. (2) The peptide sequence is DLEKYVEDTKIDLWS. The binding affinity (normalized) is 0.0570. The MHC is DRB5_0101 with pseudo-sequence DRB5_0101. (3) The peptide sequence is GETVKCRAPGGAKKP. The MHC is HLA-DQA10102-DQB10501 with pseudo-sequence HLA-DQA10102-DQB10501. The binding affinity (normalized) is 0. (4) The peptide sequence is EAKYDAYVATVSEAL. The MHC is DRB1_0401 with pseudo-sequence DRB1_0401. The binding affinity (normalized) is 0.619. (5) The peptide sequence is ATATATSAVGAPTGA. The MHC is DRB1_0301 with pseudo-sequence DRB1_0301. The binding affinity (normalized) is 0. (6) The peptide sequence is QLSALWARFPLPVIP. The MHC is DRB1_0405 with pseudo-sequence DRB1_0405. The binding affinity (normalized) is 0.354. (7) The peptide sequence is GLKMQWSGVDIVSTL. The MHC is DRB1_0101 with pseudo-sequence DRB1_0101. The binding affinity (normalized) is 0.616. (8) The peptide sequence is GKEELQEIPTMLKKG. The MHC is HLA-DQA10501-DQB10402 with pseudo-sequence HLA-DQA10501-DQB10402. The binding affinity (normalized) is 0.344.